This data is from Full USPTO retrosynthesis dataset with 1.9M reactions from patents (1976-2016). The task is: Predict the reactants needed to synthesize the given product. (1) Given the product [CH3:7][OH:8].[Cl:1][C:2]1[CH:3]=[C:4]([C:12]2[O:16][N:15]=[C:14]([C:17]3[CH:18]=[CH:19][C:20]([NH:23][C@H:24]4[CH2:28][CH2:27][C@@H:26]([C:29]([OH:31])=[O:30])[CH2:25]4)=[CH:21][CH:22]=3)[N:13]=2)[CH:5]=[N:6][C:7]=1[O:8][CH:9]([CH3:10])[CH3:11], predict the reactants needed to synthesize it. The reactants are: [Cl:1][C:2]1[CH:3]=[C:4]([C:12]2[O:16][N:15]=[C:14]([C:17]3[CH:22]=[CH:21][C:20]([NH:23][C@H:24]4[CH2:28][CH2:27][C@@H:26]([C:29]([OH:31])=[O:30])[CH2:25]4)=[CH:19][CH:18]=3)[N:13]=2)[CH:5]=[N:6][C:7]=1[O:8][CH:9]([CH3:11])[CH3:10]. (2) The reactants are: C([C:3]1[CH:10]=[CH:9]C(CN)=CC=1)#N.Br[C:12]1[S:13][C:14]([C:17]([NH:19][CH2:20][C:21]2[CH:26]=[CH:25][N:24]3[CH:27]=[CH:28][N:29]=[C:23]3[CH:22]=2)=[O:18])=[CH:15][N:16]=1.BrC1SC(C(NC2C=C[C:42]3[N:43]([CH:45]=[CH:46][N:47]=3)[CH:44]=2)=O)=CN=1. Given the product [N:29]1[CH:28]=[CH:27][N:24]2[CH:25]=[CH:26][C:21]([CH2:20][NH:19][C:17]([C:14]3[S:13][C:12]([N:47]4[CH2:42][CH2:44][N:43]([CH:10]([CH3:9])[CH3:3])[CH2:45][CH2:46]4)=[N:16][CH:15]=3)=[O:18])=[CH:22][C:23]=12, predict the reactants needed to synthesize it. (3) Given the product [Cl:16][C:4]1[C:5]([S:14][CH3:15])=[C:6]([N:8]2[CH2:13][CH2:12][O:11][CH2:10][CH2:9]2)[N:7]=[C:2]([C:25]2[CH:31]=[CH:30][C:28]([NH2:29])=[CH:27][CH:26]=2)[N:3]=1, predict the reactants needed to synthesize it. The reactants are: Cl[C:2]1[N:7]=[C:6]([N:8]2[CH2:13][CH2:12][O:11][CH2:10][CH2:9]2)[C:5]([S:14][CH3:15])=[C:4]([Cl:16])[N:3]=1.CC1(C)C(C)(C)OB([C:25]2[CH:31]=[CH:30][C:28]([NH2:29])=[CH:27][CH:26]=2)O1.C([O-])([O-])=O.[Na+].[Na+].